Predict the reactants needed to synthesize the given product. From a dataset of Full USPTO retrosynthesis dataset with 1.9M reactions from patents (1976-2016). (1) Given the product [ClH:39].[ClH:39].[CH:36]1([CH2:35][O:34][C:6]2[CH:7]=[CH:8][C:9]3[C:10]([CH2:14][CH2:15][CH:16]4[CH2:21][CH2:20][N:19]([CH2:22][C:23]5[C:28](=[O:29])[NH:27][CH:26]=[CH:25][N:24]=5)[CH2:18][CH2:17]4)=[N:11][O:12][C:13]=3[C:5]=2[CH2:4][N:2]([CH3:3])[CH3:1])[CH2:37][CH2:38]1, predict the reactants needed to synthesize it. The reactants are: [CH3:1][N:2]([CH2:4][C:5]1[C:13]2[O:12][N:11]=[C:10]([CH2:14][CH2:15][CH:16]3[CH2:21][CH2:20][N:19]([CH2:22][C:23]4[C:28]([O:29]C(C)(C)C)=[N:27][CH:26]=[CH:25][N:24]=4)[CH2:18][CH2:17]3)[C:9]=2[CH:8]=[CH:7][C:6]=1[O:34][CH2:35][CH:36]1[CH2:38][CH2:37]1)[CH3:3].[ClH:39]. (2) Given the product [Cl:24][C:19]1[CH:18]=[C:17]([C:15]2[N:14]([C:25]3[CH:26]=[CH:27][C:28]([O:31][CH3:32])=[CH:29][CH:30]=3)[N:13]=[C:12]([CH2:11][C@@H:10]([C:33]3[CH:34]=[C:35]([CH3:39])[CH:36]=[CH:37][CH:38]=3)[C:9]([OH:40])=[O:8])[CH:16]=2)[CH:22]=[CH:21][C:20]=1[Cl:23], predict the reactants needed to synthesize it. The reactants are: C(OC(C([O:8][C:9](=[O:40])[C@H:10]([C:33]1[CH:34]=[C:35]([CH3:39])[CH:36]=[CH:37][CH:38]=1)[CH2:11][C:12]1[CH:16]=[C:15]([C:17]2[CH:22]=[CH:21][C:20]([Cl:23])=[C:19]([Cl:24])[CH:18]=2)[N:14]([C:25]2[CH:30]=[CH:29][C:28]([O:31][CH3:32])=[CH:27][CH:26]=2)[N:13]=1)C)=O)C.Cl.